This data is from NCI-60 drug combinations with 297,098 pairs across 59 cell lines. The task is: Regression. Given two drug SMILES strings and cell line genomic features, predict the synergy score measuring deviation from expected non-interaction effect. (1) Drug 1: C1=CC=C(C=C1)NC(=O)CCCCCCC(=O)NO. Drug 2: CCN(CC)CCNC(=O)C1=C(NC(=C1C)C=C2C3=C(C=CC(=C3)F)NC2=O)C. Cell line: A498. Synergy scores: CSS=0.160, Synergy_ZIP=-0.474, Synergy_Bliss=-0.828, Synergy_Loewe=-1.87, Synergy_HSA=-1.97. (2) Drug 1: CC(C1=C(C=CC(=C1Cl)F)Cl)OC2=C(N=CC(=C2)C3=CN(N=C3)C4CCNCC4)N. Drug 2: CC1=C2C(C(=O)C3(C(CC4C(C3C(C(C2(C)C)(CC1OC(=O)C(C(C5=CC=CC=C5)NC(=O)C6=CC=CC=C6)O)O)OC(=O)C7=CC=CC=C7)(CO4)OC(=O)C)O)C)OC(=O)C. Cell line: NCI-H226. Synergy scores: CSS=36.5, Synergy_ZIP=-4.15, Synergy_Bliss=3.65, Synergy_Loewe=-25.9, Synergy_HSA=4.36. (3) Drug 1: C1C(C(OC1N2C=C(C(=O)NC2=O)F)CO)O. Drug 2: CN(CCCl)CCCl.Cl. Cell line: OVCAR-5. Synergy scores: CSS=31.0, Synergy_ZIP=-5.16, Synergy_Bliss=-0.212, Synergy_Loewe=-9.72, Synergy_HSA=3.66. (4) Drug 1: CC1C(C(CC(O1)OC2CC(CC3=C2C(=C4C(=C3O)C(=O)C5=C(C4=O)C(=CC=C5)OC)O)(C(=O)CO)O)N)O.Cl. Drug 2: CC(C)CN1C=NC2=C1C3=CC=CC=C3N=C2N. Cell line: SN12C. Synergy scores: CSS=21.0, Synergy_ZIP=-6.73, Synergy_Bliss=-6.12, Synergy_Loewe=-12.4, Synergy_HSA=-4.74. (5) Drug 1: COC1=NC(=NC2=C1N=CN2C3C(C(C(O3)CO)O)O)N. Drug 2: C1CN(P(=O)(OC1)NCCCl)CCCl. Cell line: SNB-19. Synergy scores: CSS=-4.23, Synergy_ZIP=2.60, Synergy_Bliss=2.52, Synergy_Loewe=-2.29, Synergy_HSA=-1.68. (6) Drug 1: CC=C1C(=O)NC(C(=O)OC2CC(=O)NC(C(=O)NC(CSSCCC=C2)C(=O)N1)C(C)C)C(C)C. Drug 2: COCCOC1=C(C=C2C(=C1)C(=NC=N2)NC3=CC=CC(=C3)C#C)OCCOC.Cl. Cell line: OVCAR-8. Synergy scores: CSS=65.0, Synergy_ZIP=-5.81, Synergy_Bliss=-8.47, Synergy_Loewe=-61.4, Synergy_HSA=-7.31. (7) Drug 1: CC1C(C(CC(O1)OC2CC(CC3=C2C(=C4C(=C3O)C(=O)C5=C(C4=O)C(=CC=C5)OC)O)(C(=O)C)O)N)O.Cl. Drug 2: CC1C(C(CC(O1)OC2CC(OC(C2O)C)OC3=CC4=CC5=C(C(=O)C(C(C5)C(C(=O)C(C(C)O)O)OC)OC6CC(C(C(O6)C)O)OC7CC(C(C(O7)C)O)OC8CC(C(C(O8)C)O)(C)O)C(=C4C(=C3C)O)O)O)O. Cell line: SN12C. Synergy scores: CSS=25.9, Synergy_ZIP=-3.96, Synergy_Bliss=0.857, Synergy_Loewe=0.855, Synergy_HSA=0.786.